This data is from Full USPTO retrosynthesis dataset with 1.9M reactions from patents (1976-2016). The task is: Predict the reactants needed to synthesize the given product. (1) Given the product [C:10]([C:9]1[CH:12]=[CH:13][C:6]([O:5][CH2:4][CH2:3][CH2:2][O:1][C:15]2[CH:16]=[C:17]3[C:21](=[CH:22][CH:23]=2)[C@H:20]([CH2:24][C:25]([O:27][CH2:28][CH3:29])=[O:26])[CH2:19][CH2:18]3)=[N:7][CH:8]=1)#[N:11], predict the reactants needed to synthesize it. The reactants are: [OH:1][CH2:2][CH2:3][CH2:4][O:5][C:6]1[CH:13]=[CH:12][C:9]([C:10]#[N:11])=[CH:8][N:7]=1.O[C:15]1[CH:16]=[C:17]2[C:21](=[CH:22][CH:23]=1)[C@H:20]([CH2:24][C:25]([O:27][CH2:28][CH3:29])=[O:26])[CH2:19][CH2:18]2.C1(P(C2C=CC=CC=2)C2C=CC=CC=2)C=CC=CC=1.N(C(N1CCCCC1)=O)=NC(N1CCCCC1)=O. (2) Given the product [Br:1][C:2]1[CH:11]=[C:10]2[C:5]([N:6]=[C:7]([NH:17][CH2:18][C:19]3[CH:20]=[CH:21][C:22]([O:25][CH3:26])=[CH:23][CH:24]=3)[C:8]([CH2:12][CH2:13][C:14]([OH:16])=[O:15])=[N:9]2)=[CH:4][CH:3]=1, predict the reactants needed to synthesize it. The reactants are: [Br:1][C:2]1[CH:11]=[C:10]2[C:5]([N:6]=[C:7]([NH:17][CH2:18][C:19]3[CH:24]=[CH:23][C:22]([O:25][CH3:26])=[CH:21][CH:20]=3)[C:8]([CH2:12][CH2:13][C:14]([O-:16])=[O:15])=[N:9]2)=[CH:4][CH:3]=1.[OH-].[Na+]. (3) Given the product [NH2:34][C:32]1[S:33][CH:2]=[C:3]([C:5]2[N:6]=[C:7]([NH:20][C:21](=[O:30])[C:22]3[C:27]([F:28])=[CH:26][CH:25]=[CH:24][C:23]=3[F:29])[S:8][C:9]=2[C:10]2[CH:15]=[CH:14][CH:13]=[C:12]([C:16]([F:19])([F:18])[F:17])[CH:11]=2)[N:31]=1, predict the reactants needed to synthesize it. The reactants are: Br[CH2:2][C:3]([C:5]1[N:6]=[C:7]([NH:20][C:21](=[O:30])[C:22]2[C:27]([F:28])=[CH:26][CH:25]=[CH:24][C:23]=2[F:29])[S:8][C:9]=1[C:10]1[CH:15]=[CH:14][CH:13]=[C:12]([C:16]([F:19])([F:18])[F:17])[CH:11]=1)=O.[NH2:31][C:32]([NH2:34])=[S:33].FC1C=CC=C(F)C=1C(NC1SC(C2C=CC=C(C(F)(F)F)C=2)=C(C2N=C(C)SC=2)N=1)=O. (4) Given the product [Cl:12][C:9]1[N:10]=[C:11]2[C:6](=[CH:7][CH:8]=1)[N:5]=[CH:4][C:3]([C:13](=[O:15])[CH3:14])=[C:2]2[NH:16][CH2:17][C@H:18]1[CH2:23][CH2:22][C@H:21]([N:24]([CH3:26])[CH3:25])[CH2:20][CH2:19]1, predict the reactants needed to synthesize it. The reactants are: Cl[C:2]1[C:11]2[C:6](=[CH:7][CH:8]=[C:9]([Cl:12])[N:10]=2)[N:5]=[CH:4][C:3]=1[C:13](=[O:15])[CH3:14].[NH2:16][CH2:17][C@H:18]1[CH2:23][CH2:22][C@H:21]([N:24]([CH3:26])[CH3:25])[CH2:20][CH2:19]1.